From a dataset of Reaction yield outcomes from USPTO patents with 853,638 reactions. Predict the reaction yield, written as a fraction of the theoretical maximum amount of product (1.0 means a 100% yield; for example, 0.34 means a 34% yield). The reactants are [C:1]([C:3]1[CH:4]=[C:5]([OH:9])[CH:6]=[CH:7][CH:8]=1)#[N:2].Br[CH2:11][CH2:12][CH2:13][C:14]([O:16][CH2:17][CH3:18])=[O:15].C([O-])([O-])=O.[K+].[K+]. The catalyst is CN(C=O)C.CCOC(C)=O. The product is [C:1]([C:3]1[CH:4]=[C:5]([CH:6]=[CH:7][CH:8]=1)[O:9][CH2:11][CH2:12][CH2:13][C:14]([O:16][CH2:17][CH3:18])=[O:15])#[N:2]. The yield is 0.960.